This data is from Reaction yield outcomes from USPTO patents with 853,638 reactions. The task is: Predict the reaction yield, written as a fraction of the theoretical maximum amount of product (1.0 means a 100% yield; for example, 0.34 means a 34% yield). (1) The reactants are [C:1]1([C:7]#[C:8][C:9]2[N:13]3[CH:14]=[CH:15][CH:16]=[CH:17][C:12]3=[N:11][C:10]=2[CH2:18]O)[CH:6]=[CH:5][CH:4]=[CH:3][CH:2]=1.S(Cl)([Cl:22])=O. The catalyst is ClCCl. The product is [Cl:22][CH2:18][C:10]1[N:11]=[C:12]2[CH:17]=[CH:16][CH:15]=[CH:14][N:13]2[C:9]=1[C:8]#[C:7][C:1]1[CH:6]=[CH:5][CH:4]=[CH:3][CH:2]=1. The yield is 0.960. (2) The reactants are [O:1]=[C:2]([CH2:9][C:10]([O:12][CH2:13][CH3:14])=[O:11])[CH2:3][C:4]([O:6]CC)=O.C(OCC)(OCC)OCC.C(OC(=O)C)(=O)C.[CH3:32][N:33]([CH3:35])[NH2:34].[CH2:36]1CCN2C(=NCCC2)CC1. No catalyst specified. The product is [CH3:32][N:33]([CH3:35])[N:34]1[C:4](=[O:6])[CH:3]=[C:2]([OH:1])[C:9]([C:10]([O:12][CH2:13][CH3:14])=[O:11])=[CH:36]1. The yield is 0.630. (3) The reactants are [CH:1]1([C:4]2[C:5]([C:15]([OH:17])=O)=[CH:6][CH:7]=[C:8]3[C:13]=2[N:12]=[C:11]([CH3:14])[CH:10]=[CH:9]3)[CH2:3][CH2:2]1.[CH3:18][C:19]([NH2:22])([CH3:21])[CH3:20].CN(C(ON1N=NC2C=CC=NC1=2)=[N+](C)C)C.F[P-](F)(F)(F)(F)F. The catalyst is CN(C=O)C. The product is [C:19]([NH:22][C:15]([C:5]1[C:4]([CH:1]2[CH2:2][CH2:3]2)=[C:13]2[C:8]([CH:9]=[CH:10][C:11]([CH3:14])=[N:12]2)=[CH:7][CH:6]=1)=[O:17])([CH3:21])([CH3:20])[CH3:18]. The yield is 0.531. (4) The reactants are F[C:2]1[C:7]([C:8]2[CH:9]=[CH:10][C:11]3[O:17][CH2:16][CH2:15][N:14]4[CH:18]=[C:19]([C:21]5[N:25]([CH:26]([CH3:28])[CH3:27])[N:24]=[CH:23][N:22]=5)[N:20]=[C:13]4[C:12]=3[CH:29]=2)=[CH:6][CH:5]=[CH:4][N:3]=1.Cl.C[O:32]CCOC. No catalyst specified. The product is [CH:26]([N:25]1[C:21]([C:19]2[N:20]=[C:13]3[C:12]4[CH:29]=[C:8]([C:7]5[C:2](=[O:32])[NH:3][CH:4]=[CH:5][CH:6]=5)[CH:9]=[CH:10][C:11]=4[O:17][CH2:16][CH2:15][N:14]3[CH:18]=2)=[N:22][CH:23]=[N:24]1)([CH3:28])[CH3:27]. The yield is 0.550. (5) The reactants are [Br:1][C:2]1[CH:3]=[C:4]([C:8]2[CH:13]=[C:12]([C:14]3[CH:19]=[CH:18][CH:17]=[CH:16][CH:15]=3)[N:11]=[C:10](Cl)[N:9]=2)[CH:5]=[CH:6][CH:7]=1.[CH:21]1[C:33]2[NH:32][C:31]3[C:26](=[CH:27][CH:28]=[CH:29][CH:30]=3)[C:25]=2[CH:24]=[CH:23][CH:22]=1.F[B-](F)(F)F.C([PH+](C(C)(C)C)C(C)(C)C)(C)(C)C. The yield is 0.459. The catalyst is CC1C=CC=CC=1C.CC(C)([O-])C.[Na+].C1C=CC(/C=C/C(/C=C/C2C=CC=CC=2)=O)=CC=1.C1C=CC(/C=C/C(/C=C/C2C=CC=CC=2)=O)=CC=1.C1C=CC(/C=C/C(/C=C/C2C=CC=CC=2)=O)=CC=1.[Pd].[Pd]. The product is [Br:1][C:2]1[CH:3]=[C:4]([C:8]2[CH:13]=[C:12]([C:14]3[CH:19]=[CH:18][CH:17]=[CH:16][CH:15]=3)[N:11]=[C:10]([N:32]3[C:33]4[CH:21]=[CH:22][CH:23]=[CH:24][C:25]=4[C:26]4[C:31]3=[CH:30][CH:29]=[CH:28][CH:27]=4)[N:9]=2)[CH:5]=[CH:6][CH:7]=1. (6) The product is [CH3:14][O:15][CH2:16][CH2:17][O:18][CH2:19][CH2:20][O:21][CH2:22][CH2:23][O:24][CH2:25][CH2:26][O:27][CH2:28][CH2:29][O:30][CH2:31][CH2:32][O:33][CH2:34][CH2:35][O:36][CH2:37][CH2:38][O:39][CH2:40][CH2:41][O:42][CH2:43][CH2:44][O:45][CH2:46][CH2:47][O:1][C:2]1[CH:3]=[C:4]([CH:9]=[C:10]([O:13][CH2:47][CH2:46][O:45][CH2:44][CH2:43][O:42][CH2:41][CH2:40][O:39][CH2:38][CH2:37][O:36][CH2:35][CH2:34][O:33][CH2:32][CH2:31][O:30][CH2:29][CH2:28][O:27][CH2:26][CH2:25][O:24][CH2:23][CH2:22][O:21][CH2:20][CH2:19][O:18][CH2:17][CH2:16][O:15][CH3:14])[C:11]=1[O:12][CH2:26][CH2:25][O:24][CH2:23][CH2:22][O:21][CH2:20][CH2:19][O:18][CH2:17][CH2:16][O:15][CH2:14][CH2:59][O:76][CH2:75][CH2:74][O:73][CH2:72][CH2:71][O:70][CH2:69][CH2:68][O:67][CH2:66][CH2:65][O:64][CH2:63][CH2:62][O:61][CH2:60][CH2:29][O:30][CH3:31])[C:5]([O:7][CH3:8])=[O:6]. The catalyst is CC(C)=O. The yield is 0.480. The reactants are [OH:1][C:2]1[CH:3]=[C:4]([CH:9]=[C:10]([OH:13])[C:11]=1[OH:12])[C:5]([O:7][CH3:8])=[O:6].[CH3:14][O:15][CH2:16][CH2:17][O:18][CH2:19][CH2:20][O:21][CH2:22][CH2:23][O:24][CH2:25][CH2:26][O:27][CH2:28][CH2:29][O:30][CH2:31][CH2:32][O:33][CH2:34][CH2:35][O:36][CH2:37][CH2:38][O:39][CH2:40][CH2:41][O:42][CH2:43][CH2:44][O:45][CH2:46][CH2:47]OS(C1C=CC(C)=CC=1)(=O)=O.[CH2:59]1[O:76][CH2:75][CH2:74][O:73][CH2:72][CH2:71][O:70][CH2:69][CH2:68][O:67][CH2:66][CH2:65][O:64][CH2:63][CH2:62][O:61][CH2:60]1.